From a dataset of Forward reaction prediction with 1.9M reactions from USPTO patents (1976-2016). Predict the product of the given reaction. (1) Given the reactants [NH2:1][CH2:2][C@H:3]1[O:8][CH2:7][CH2:6][N:5]([C:9]([O:11][C:12]([CH3:15])([CH3:14])[CH3:13])=[O:10])[CH2:4]1.CCN(C(C)C)C(C)C.Cl[C:26]1[C:31]2=[N:32][CH:33]=[CH:34][N:35]=[C:30]2[CH:29]=[C:28]([Cl:36])[N:27]=1, predict the reaction product. The product is: [Cl:36][C:28]1[N:27]=[C:26]([NH:1][CH2:2][C@H:3]2[O:8][CH2:7][CH2:6][N:5]([C:9]([O:11][C:12]([CH3:15])([CH3:14])[CH3:13])=[O:10])[CH2:4]2)[C:31]2=[N:32][CH:33]=[CH:34][N:35]=[C:30]2[CH:29]=1. (2) Given the reactants [CH2:1]([C:3]1[CH:11]=[CH:10][C:9]([C:12]2[N:13]([C:23]([O:25][C:26]([CH3:29])([CH3:28])[CH3:27])=[O:24])[C:14]3[C:19]([CH:20]=2)=[CH:18][C:17]([CH:21]=O)=[CH:16][CH:15]=3)=[C:8]2[C:4]=1[CH2:5][NH:6][C:7]2=[O:30])[CH3:2].[OH:31][CH2:32][CH2:33][N:34]1[CH2:39][CH2:38][NH:37][CH2:36][CH2:35]1.C(O)(=O)C.C(O[BH-](OC(=O)C)OC(=O)C)(=O)C.[Na+].Cl, predict the reaction product. The product is: [CH2:1]([C:3]1[CH:11]=[CH:10][C:9]([C:12]2[N:13]([C:23]([O:25][C:26]([CH3:29])([CH3:28])[CH3:27])=[O:24])[C:14]3[C:19]([CH:20]=2)=[CH:18][C:17]([CH2:21][N:37]2[CH2:38][CH2:39][N:34]([CH2:33][CH2:32][OH:31])[CH2:35][CH2:36]2)=[CH:16][CH:15]=3)=[C:8]2[C:4]=1[CH2:5][NH:6][C:7]2=[O:30])[CH3:2]. (3) Given the reactants [Cl:1][C:2]1[C:7]2[S:8][CH:9]=[C:10]([CH2:11][O:12][C@H:13]([C:20]3[CH:25]=[CH:24][C:23]([Cl:26])=[CH:22][C:21]=3[Cl:27])[CH2:14][N:15]3[CH:19]=[CH:18][N:17]=[CH:16]3)[C:6]=2[CH:5]=[CH:4][CH:3]=1.O.[N+:29]([O-:32])([OH:31])=[O:30], predict the reaction product. The product is: [N+:29]([O-:32])([OH:31])=[O:30].[Cl:1][C:2]1[C:7]2[S:8][CH:9]=[C:10]([CH2:11][O:12][C@H:13]([C:20]3[CH:25]=[CH:24][C:23]([Cl:26])=[CH:22][C:21]=3[Cl:27])[CH2:14][N:15]3[CH:19]=[CH:18][N:17]=[CH:16]3)[C:6]=2[CH:5]=[CH:4][CH:3]=1. (4) Given the reactants Br[CH2:2][C:3]1[CH:4]=[C:5]([CH:10]=[CH:11][CH:12]=1)[C:6]([O:8][CH3:9])=[O:7].[CH3:13][S:14]([O-])(=[O:16])=[O:15].[Na+], predict the reaction product. The product is: [CH3:13][S:14]([CH2:2][C:3]1[CH:4]=[C:5]([CH:10]=[CH:11][CH:12]=1)[C:6]([O:8][CH3:9])=[O:7])(=[O:16])=[O:15]. (5) Given the reactants Br[C:2]1[CH:26]=[CH:25][C:5]2[NH:6][C:7]([C@@H:9]3[CH2:13][CH2:12][CH2:11][N:10]3[C:14](=[O:24])[C@@H:15]([NH:19][C:20](=[O:23])[O:21][CH3:22])[CH:16]([CH3:18])[CH3:17])=[N:8][C:4]=2[CH:3]=1.[CH3:27][C:28]1([CH3:44])[C:32]([CH3:34])([CH3:33])[O:31][B:30]([B:30]2[O:31][C:32]([CH3:34])([CH3:33])[C:28]([CH3:44])([CH3:27])[O:29]2)[O:29]1.C([O-])(=O)C.[K+], predict the reaction product. The product is: [CH3:17][CH:16]([CH3:18])[C@H:15]([NH:19][C:20](=[O:23])[O:21][CH3:22])[C:14](=[O:24])[N:10]1[CH2:11][CH2:12][CH2:13][C@H:9]1[C:7]1[NH:6][C:5]2[CH:25]=[CH:26][C:2]([B:30]3[O:31][C:32]([CH3:34])([CH3:33])[C:28]([CH3:44])([CH3:27])[O:29]3)=[CH:3][C:4]=2[N:8]=1. (6) Given the reactants COC[O:4][C:5]1[CH:10]=[CH:9][C:8]([CH2:11][CH2:12][CH:13]2[CH2:20][CH2:19][CH2:18][C:17](=[O:21])[CH:16]=[CH:15][CH2:14]2)=[CH:7][CH:6]=1.C(=O)([O-])[O-].[Na+].[Na+], predict the reaction product. The product is: [OH:4][C:5]1[CH:6]=[CH:7][C:8]([CH2:11][CH2:12][CH:13]2[CH2:20][CH2:19][CH2:18][C:17](=[O:21])[CH:16]=[CH:15][CH2:14]2)=[CH:9][CH:10]=1. (7) Given the reactants [CH:1]12[CH2:7][CH:4]([CH2:5][CH2:6]1)[CH2:3][C@@H:2]2[N:8]1[C:12]2=[C:13]3[S:19][CH:18]=[CH:17][C:14]3=[N:15][CH:16]=[C:11]2[N:10]=[C:9]1[CH2:20]Cl.[CH3:22][S:23]([NH:26][C:27](=[O:33])[O:28][C:29]([CH3:32])([CH3:31])[CH3:30])(=[O:25])=[O:24].C(=O)([O-])[O-].[K+].[K+], predict the reaction product. The product is: [CH:1]12[CH2:7][CH:4]([CH2:5][CH2:6]1)[CH2:3][C@@H:2]2[N:8]1[C:12]2=[C:13]3[S:19][CH:18]=[CH:17][C:14]3=[N:15][CH:16]=[C:11]2[N:10]=[C:9]1[CH2:20][N:26]([S:23]([CH3:22])(=[O:24])=[O:25])[C:27](=[O:33])[O:28][C:29]([CH3:32])([CH3:31])[CH3:30].